This data is from Full USPTO retrosynthesis dataset with 1.9M reactions from patents (1976-2016). The task is: Predict the reactants needed to synthesize the given product. (1) The reactants are: [C:1]([O:5][C:6](=[O:30])[N:7]([C:9]([C:22]1[CH:27]=[CH:26][C:25]([Cl:28])=[C:24]([Cl:29])[CH:23]=1)([CH2:15][NH:16][C:17](=[O:21])[CH2:18][CH2:19][CH3:20])[CH2:10][CH:11]([OH:14])CO)[CH3:8])([CH3:4])([CH3:3])[CH3:2].I([O-])(=O)(=O)=O.[Na+]. Given the product [C:1]([O:5][C:6](=[O:30])[N:7]([C:9]([C:22]1[CH:27]=[CH:26][C:25]([Cl:28])=[C:24]([Cl:29])[CH:23]=1)([CH2:15][NH:16][C:17](=[O:21])[CH2:18][CH2:19][CH3:20])[CH2:10][CH:11]=[O:14])[CH3:8])([CH3:2])([CH3:3])[CH3:4], predict the reactants needed to synthesize it. (2) Given the product [F:1][C:2]1[C:3]([O:4][CH:5]2[CH2:9][CH2:8][O:7][CH2:6]2)=[C:10]([NH2:14])[CH:11]=[CH:12][CH:13]=1, predict the reactants needed to synthesize it. The reactants are: [F:1][C:2]1[CH:13]=[CH:12][CH:11]=[C:10]([N+:14]([O-])=O)[C:3]=1[O:4][CH:5]1[CH2:9][CH2:8][O:7][CH2:6]1. (3) The reactants are: [CH3:1][O:2][C@H:3]1[CH2:11][C:10]2[C:5](=[CH:6][CH:7]=[CH:8][CH:9]=2)[C@H:4]1[NH2:12].[N:13]1[C:20]([Cl:21])=[N:19][C:17](Cl)=[N:16][C:14]=1[Cl:15].CCN(C(C)C)C(C)C.O. Given the product [Cl:15][C:14]1[N:13]=[C:20]([Cl:21])[N:19]=[C:17]([NH:12][C@@H:4]2[C:5]3[C:10](=[CH:9][CH:8]=[CH:7][CH:6]=3)[CH2:11][C@@H:3]2[O:2][CH3:1])[N:16]=1, predict the reactants needed to synthesize it. (4) Given the product [NH2:1][C@@H:2]([C@H:6]([OH:8])[CH3:7])[C:3]([O:5][CH3:13])=[O:4], predict the reactants needed to synthesize it. The reactants are: [NH2:1][C@@H:2]([C@H:6]([OH:8])[CH3:7])[C:3]([OH:5])=[O:4].O=S(Cl)Cl.[CH3:13]CN(CC)CC.